Dataset: Catalyst prediction with 721,799 reactions and 888 catalyst types from USPTO. Task: Predict which catalyst facilitates the given reaction. (1) Reactant: [CH2:1]([O:8][C:9]1[C:18]2[C:13](=[CH:14][CH:15]=[CH:16][CH:17]=2)[N:12]=[C:11]([CH2:19][O:20][C@H:21]2[CH2:26][CH2:25][C@H:24]([NH2:27])[CH2:23][CH2:22]2)[C:10]=1[CH3:28])[C:2]1[CH:7]=[CH:6][CH:5]=[CH:4][CH:3]=1.Br[CH2:30][CH2:31][CH2:32][C:33](Cl)=[O:34].C(N(CC)CC)C.O. Product: [CH2:1]([O:8][C:9]1[C:18]2[C:13](=[CH:14][CH:15]=[CH:16][CH:17]=2)[N:12]=[C:11]([CH2:19][O:20][C@H:21]2[CH2:26][CH2:25][C@H:24]([N:27]3[CH2:30][CH2:31][CH2:32][C:33]3=[O:34])[CH2:23][CH2:22]2)[C:10]=1[CH3:28])[C:2]1[CH:3]=[CH:4][CH:5]=[CH:6][CH:7]=1. The catalyst class is: 4. (2) Product: [Br:23][CH:9]([C:6]1[N:5]=[CH:4][N:3]=[C:2]([Cl:1])[C:7]=1[F:8])[CH3:10]. The catalyst class is: 229. Reactant: [Cl:1][C:2]1[C:7]([F:8])=[C:6]([CH2:9][CH3:10])[N:5]=[CH:4][N:3]=1.N(C(C)(C)C#N)=NC(C)(C)C#N.[Br:23]N1C(=O)CCC1=O.S(S([O-])=O)([O-])(=O)=O.[Na+].[Na+]. (3) Reactant: C(OC1C=C(C=CC=1)CN(C1C=CC(C#N)=CC=1)N1C=NN=C1)C1C=CC=CC=1.[H-].[Na+].[C:32]([C:34]1[CH:39]=[CH:38][C:37]([NH:40][N:41]2[CH:45]=[N:44][N:43]=[CH:42]2)=[CH:36][CH:35]=1)#[N:33].[C:46]([O:54][C:55]1[CH:56]=[C:57]([CH:60]=[CH:61][C:62]=1[F:63])[CH2:58]Br)(=[O:53])[C:47]1[CH:52]=[CH:51][CH:50]=[CH:49][CH:48]=1. Product: [C:46]([O:54][C:55]1[CH:56]=[C:57]([CH:60]=[CH:61][C:62]=1[F:63])[CH2:58][N:40]([C:37]1[CH:36]=[CH:35][C:34]([C:32]#[N:33])=[CH:39][CH:38]=1)[N:41]1[CH:42]=[N:43][N:44]=[CH:45]1)(=[O:53])[C:47]1[CH:52]=[CH:51][CH:50]=[CH:49][CH:48]=1. The catalyst class is: 31. (4) Reactant: [Li+].[OH-].[Br:3][C:4]1[C:12]2[C:7](=[CH:8][C:9]([O:13][CH2:14][CH2:15][O:16][Si](C(C)(C)C)(C)C)=[CH:10][CH:11]=2)[N:6](C(OC(C)(C)C)=O)[C:5]=1[C:31]([O:33]C)=[O:32]. Product: [Br:3][C:4]1[C:12]2[C:7](=[CH:8][C:9]([O:13][CH2:14][CH2:15][OH:16])=[CH:10][CH:11]=2)[NH:6][C:5]=1[C:31]([OH:33])=[O:32]. The catalyst class is: 36. (5) Reactant: Br[CH2:2][CH2:3][CH2:4][C:5]([O:7][CH2:8][CH3:9])=[O:6].[C:10]1([C:16]2[CH:17]=[N:18][NH:19][CH:20]=2)[CH:15]=[CH:14][CH:13]=[CH:12][CH:11]=1.C([O-])([O-])=O.[K+].[K+]. Product: [C:10]1([C:16]2[CH:17]=[N:18][N:19]([CH2:2][CH2:3][CH2:4][C:5]([O:7][CH2:8][CH3:9])=[O:6])[CH:20]=2)[CH:11]=[CH:12][CH:13]=[CH:14][CH:15]=1. The catalyst class is: 18. (6) Reactant: C([O:4][C@@H:5]1[CH2:10][CH2:9][CH2:8][CH2:7][C@H:6]1[NH:11][C:12]1[S:13][C:14]2[CH:20]=[C:19]([CH2:21][N:22]3[C:26]4=[N:27][CH:28]=[C:29]([CH2:31][NH2:32])[CH:30]=[C:25]4[N:24]=[CH:23]3)[CH:18]=[CH:17][C:15]=2[N:16]=1)(=O)C.N1C=CC=CC=1.[C:39](Cl)([CH3:41])=[O:40]. Product: [OH:4][C@@H:5]1[CH2:10][CH2:9][CH2:8][CH2:7][C@H:6]1[NH:11][C:12]1[S:13][C:14]2[CH:20]=[C:19]([CH2:21][N:22]3[C:26]4=[N:27][CH:28]=[C:29]([CH2:31][NH:32][C:39](=[O:40])[CH3:41])[CH:30]=[C:25]4[N:24]=[CH:23]3)[CH:18]=[CH:17][C:15]=2[N:16]=1. The catalyst class is: 2.